Dataset: Catalyst prediction with 721,799 reactions and 888 catalyst types from USPTO. Task: Predict which catalyst facilitates the given reaction. Reactant: [NH2:1][C:2]1[N:10]=[CH:9][N:8]=[C:7]2[C:3]=1[N:4]=[CH:5][N:6]2[C@H:11]1[C@H:15]([OH:16])[C@H:14]([OH:17])[C@@H:13]([CH2:18][OH:19])[O:12]1.O.[C:21]1(C)[CH:26]=CC(S(O)(=O)=O)=C[CH:22]=1.C(OCC)(OCC)OCC.C(=O)([O-])[O-].[K+].[K+]. Product: [NH2:1][C:2]1[N:10]=[CH:9][N:8]=[C:7]2[C:3]=1[N:4]=[CH:5][N:6]2[C@H:11]1[C@@H:15]2[O:16][C:21]([CH3:26])([CH3:22])[O:17][C@@H:14]2[C@@H:13]([CH2:18][OH:19])[O:12]1. The catalyst class is: 21.